This data is from Merck oncology drug combination screen with 23,052 pairs across 39 cell lines. The task is: Regression. Given two drug SMILES strings and cell line genomic features, predict the synergy score measuring deviation from expected non-interaction effect. (1) Drug 1: Nc1ccn(C2OC(CO)C(O)C2(F)F)c(=O)n1. Drug 2: Cn1c(=O)n(-c2ccc(C(C)(C)C#N)cc2)c2c3cc(-c4cnc5ccccc5c4)ccc3ncc21. Cell line: A2780. Synergy scores: synergy=-0.992. (2) Drug 1: CCN(CC)CCNC(=O)c1c(C)[nH]c(C=C2C(=O)Nc3ccc(F)cc32)c1C. Drug 2: C#Cc1cccc(Nc2ncnc3cc(OCCOC)c(OCCOC)cc23)c1. Cell line: HT29. Synergy scores: synergy=15.0. (3) Drug 1: COC12C(COC(N)=O)C3=C(C(=O)C(C)=C(N)C3=O)N1CC1NC12. Drug 2: Cn1nnc2c(C(N)=O)ncn2c1=O. Cell line: OV90. Synergy scores: synergy=-0.340. (4) Drug 1: O=C(O)C1(Cc2cccc(Nc3nccs3)n2)CCC(Oc2cccc(Cl)c2F)CC1. Drug 2: NC1(c2ccc(-c3nc4ccn5c(=O)[nH]nc5c4cc3-c3ccccc3)cc2)CCC1. Cell line: UACC62. Synergy scores: synergy=14.9. (5) Drug 1: NC1(c2ccc(-c3nc4ccn5c(=O)[nH]nc5c4cc3-c3ccccc3)cc2)CCC1. Drug 2: Cn1c(=O)n(-c2ccc(C(C)(C)C#N)cc2)c2c3cc(-c4cnc5ccccc5c4)ccc3ncc21. Cell line: RKO. Synergy scores: synergy=32.2. (6) Drug 1: O=S1(=O)NC2(CN1CC(F)(F)F)C1CCC2Cc2cc(C=CCN3CCC(C(F)(F)F)CC3)ccc2C1. Drug 2: CC1CC2C3CCC4=CC(=O)C=CC4(C)C3(F)C(O)CC2(C)C1(O)C(=O)CO. Cell line: MSTO. Synergy scores: synergy=9.42. (7) Drug 1: Nc1ccn(C2OC(CO)C(O)C2(F)F)c(=O)n1. Drug 2: C#Cc1cccc(Nc2ncnc3cc(OCCOC)c(OCCOC)cc23)c1. Cell line: MDAMB436. Synergy scores: synergy=11.2. (8) Drug 1: COc1cc(C2c3cc4c(cc3C(OC3OC5COC(C)OC5C(O)C3O)C3COC(=O)C23)OCO4)cc(OC)c1O. Drug 2: CCN(CC)CCNC(=O)c1c(C)[nH]c(C=C2C(=O)Nc3ccc(F)cc32)c1C. Cell line: UWB1289. Synergy scores: synergy=2.69. (9) Drug 2: CC1(c2nc3c(C(N)=O)cccc3[nH]2)CCCN1. Cell line: VCAP. Synergy scores: synergy=13.8. Drug 1: COc1cc(C2c3cc4c(cc3C(OC3OC5COC(C)OC5C(O)C3O)C3COC(=O)C23)OCO4)cc(OC)c1O. (10) Drug 1: COc1cccc2c1C(=O)c1c(O)c3c(c(O)c1C2=O)CC(O)(C(=O)CO)CC3OC1CC(N)C(O)C(C)O1. Drug 2: C#Cc1cccc(Nc2ncnc3cc(OCCOC)c(OCCOC)cc23)c1. Cell line: UWB1289. Synergy scores: synergy=2.57.